Dataset: Full USPTO retrosynthesis dataset with 1.9M reactions from patents (1976-2016). Task: Predict the reactants needed to synthesize the given product. Given the product [CH3:17][S:18]([C:19]1[CH:20]=[CH:21][C:22]([N+:25]([O-:27])=[O:26])=[CH:23][CH:24]=1)=[N:11][S:8]([C:5]1[CH:6]=[CH:7][C:2]([CH3:1])=[CH:3][CH:4]=1)(=[O:10])=[O:9], predict the reactants needed to synthesize it. The reactants are: [CH3:1][C:2]1[CH:7]=[CH:6][C:5]([S:8]([N-:11]Cl)(=[O:10])=[O:9])=[CH:4][CH:3]=1.O.O.O.[Na+].[CH3:17][S:18][C:19]1[CH:24]=[CH:23][C:22]([N+:25]([O-:27])=[O:26])=[CH:21][CH:20]=1.